Dataset: Reaction yield outcomes from USPTO patents with 853,638 reactions. Task: Predict the reaction yield, written as a fraction of the theoretical maximum amount of product (1.0 means a 100% yield; for example, 0.34 means a 34% yield). The reactants are CON(C)[C:4](=O)[C:5]1[CH:10]=[CH:9][C:8]([F:11])=[CH:7][C:6]=1[NH:12][CH2:13][CH2:14][CH2:15][CH3:16].[H-].[H-].[H-].[H-].[Li+].[Al+3].C1(P(=[CH:44][C:45]([O:47][CH3:48])=[O:46])(C2C=CC=CC=2)C2C=CC=CC=2)C=CC=CC=1. The catalyst is C1COCC1.C1(C)C=CC=CC=1. The product is [CH3:48][O:47][C:45](=[O:46])[CH:44]=[CH:4][C:5]1[CH:10]=[CH:9][C:8]([F:11])=[CH:7][C:6]=1[NH:12][CH2:13][CH2:14][CH2:15][CH3:16]. The yield is 0.300.